Dataset: Experimentally validated miRNA-target interactions with 360,000+ pairs, plus equal number of negative samples. Task: Binary Classification. Given a miRNA mature sequence and a target amino acid sequence, predict their likelihood of interaction. (1) The miRNA is hsa-miR-548ah-5p with sequence AAAAGUGAUUGCAGUGUUUG. The protein sequence of the target gene is MADSSGRGAGKPATGPTNSSSAKKKDKRVQGGRVIESRYLQYEKKTTQKAPAGDGSQTRGKMSEGGRKSSLLQKSKADSSGVGKGDLQSTLLEGHGTAPPDLDLSAINDKSIVKKTPQLAKTISKKPESTSFSAPRKKSPDLSEAMEMMESQTLLLTLLSVKMENNLAEFERRAEKNLLIMCKEKEKLQKKAHELKRRLLLSQRKRELADVLDAQIEMLSPFEAVATRFKEQYRTFATALDTTRHELPVRSIHLEGDGQQLLDALQHELVTTQRLLGELDVGDSEENVQVLDLLSELKDV.... Result: 1 (interaction). (2) The miRNA is hsa-miR-7-5p with sequence UGGAAGACUAGUGAUUUUGUUGUU. The protein sequence of the target gene is METVVIVAIGVLATIFLASFAALVLVCRQRYCRPRDLLQRYDSKPIVDLIGAMETQSEPSELELDDVVITNPHIEAILENEDWIEDASGLMSHCIAILKICHTLTEKLVAMTMGSGAKMKTSASVSDIIVVAKRISPRVDDVVKSMYPPLDPKLLDARTTALLLSVSHLVLVTRNACHLTGGLDWIDQSLSAAEEHLEVLREAALASEPDKGLPGPEGFLQEQSAI. Result: 1 (interaction).